The task is: Predict the reaction yield, written as a fraction of the theoretical maximum amount of product (1.0 means a 100% yield; for example, 0.34 means a 34% yield).. This data is from Reaction yield outcomes from USPTO patents with 853,638 reactions. (1) The yield is 0.470. The product is [Cl:23][C:11]1[N:10]=[C:9]([C:15]2[CH:20]=[CH:19][N:18]=[CH:17][CH:16]=2)[C:8]([C:5]2[CH:6]=[CH:7][C:2]([Cl:1])=[CH:3][CH:4]=2)=[CH:13][N:12]=1. The reactants are [Cl:1][C:2]1[CH:7]=[CH:6][C:5]([C:8]2[C:9]([C:15]3[CH:20]=[CH:19][N:18]=[CH:17][CH:16]=3)=[N:10][C:11](=O)[NH:12][CH:13]=2)=[CH:4][CH:3]=1.O=P(Cl)(Cl)[Cl:23].C([O-])(O)=O.[Na+]. The catalyst is O. (2) The reactants are [F:1][C:2]1[CH:3]=[C:4]([C:10]2[CH:15]=[CH:14][C:13]([O:16][CH2:17][C:18]3[CH:19]=[C:20]([CH:35]=[CH:36][CH:37]=3)[C:21]([N:23]3[CH2:34][CH2:33][CH2:32][C@H:24]3[C:25]([O:27][C:28]([CH3:31])([CH3:30])[CH3:29])=[O:26])=[O:22])=[CH:12][CH:11]=2)[CH:5]=[C:6]([OH:9])[C:7]=1[F:8].C(=O)([O-])[O-].[K+].[K+].Br[CH2:45][C:46](=[O:48])[CH3:47]. The catalyst is CN(C=O)C. The product is [F:1][C:2]1[CH:3]=[C:4]([C:10]2[CH:15]=[CH:14][C:13]([O:16][CH2:17][C:18]3[CH:19]=[C:20]([CH:35]=[CH:36][CH:37]=3)[C:21]([N:23]3[CH2:34][CH2:33][CH2:32][C@H:24]3[C:25]([O:27][C:28]([CH3:31])([CH3:30])[CH3:29])=[O:26])=[O:22])=[CH:12][CH:11]=2)[CH:5]=[C:6]([O:9][CH2:45][C:46](=[O:48])[CH3:47])[C:7]=1[F:8]. The yield is 0.900.